This data is from Forward reaction prediction with 1.9M reactions from USPTO patents (1976-2016). The task is: Predict the product of the given reaction. Given the reactants C(O)(C(F)(F)F)=O.C([NH:27][C@H:28]1[CH2:33][N:32]2[CH:34]=[CH:35][N:36]=[C:31]2[NH:30][C:29]1=[O:37])(C1C=CC=CC=1)(C1C=CC=CC=1)C1C=CC=CC=1, predict the reaction product. The product is: [NH2:27][C@H:28]1[CH2:33][N:32]2[CH:34]=[CH:35][N:36]=[C:31]2[NH:30][C:29]1=[O:37].